Dataset: Reaction yield outcomes from USPTO patents with 853,638 reactions. Task: Predict the reaction yield, written as a fraction of the theoretical maximum amount of product (1.0 means a 100% yield; for example, 0.34 means a 34% yield). The reactants are [Cl:1][C:2]1[CH:3]=[C:4]([CH2:13][C@@H:14]([CH2:19][C:20]([O:22][CH3:23])=[O:21])[C:15]([O:17][CH3:18])=[O:16])[C:5]([CH2:11]O)=[C:6]2[C:10]=1[NH:9][N:8]=[CH:7]2.S(Cl)([Cl:26])=O. The catalyst is ClCCl. The product is [Cl:1][C:2]1[CH:3]=[C:4]([CH2:13][C@@H:14]([CH2:19][C:20]([O:22][CH3:23])=[O:21])[C:15]([O:17][CH3:18])=[O:16])[C:5]([CH2:11][Cl:26])=[C:6]2[C:10]=1[NH:9][N:8]=[CH:7]2. The yield is 0.890.